This data is from Forward reaction prediction with 1.9M reactions from USPTO patents (1976-2016). The task is: Predict the product of the given reaction. (1) The product is: [NH2:11][C:10]1[N:8]([C:6]2[CH:5]=[CH:4][N:3]=[C:2]([Cl:1])[CH:7]=2)[N:9]=[C:13]([NH:21][C:22]2[CH:27]=[CH:26][C:25]([NH:28][C:29](=[O:31])[CH3:30])=[CH:24][CH:23]=2)[N:12]=1. Given the reactants [Cl:1][C:2]1[CH:7]=[C:6]([NH:8][NH2:9])[CH:5]=[CH:4][N:3]=1.[C:10]([NH:12][C:13](=[N:21][C:22]1[CH:27]=[CH:26][C:25]([NH:28][C:29](=[O:31])[CH3:30])=[CH:24][CH:23]=1)OC1C=CC=CC=1)#[N:11].C(=O)(O)[O-].[Na+].C(#N)C, predict the reaction product. (2) Given the reactants [N+:1]([C:4]1[CH:11]=[CH:10][C:7](CBr)=[CH:6][CH:5]=1)([O-:3])=[O:2].[CH3:12][NH:13][CH3:14].CO.[C:17](=O)([O-])[O-].[K+].[K+], predict the reaction product. The product is: [CH3:12][N:13]([CH2:17][C:4]1([N+:1]([O-:3])=[O:2])[CH:5]=[CH:6][CH:7]=[CH:10][CH2:11]1)[CH3:14]. (3) Given the reactants [ClH:1].C(OC([N:9]1[CH2:13][C@@:12]([O:18][CH2:19][CH2:20][CH:21]([CH3:23])[CH3:22])([C:14]([F:17])([F:16])[F:15])[CH2:11][C@@H:10]1[C@H:24]1[O:28]C(C)(C)[N:26]([C:31](=[O:33])[CH3:32])[C@H:25]1[CH2:34][C:35]1[CH:40]=[C:39]([F:41])[CH:38]=[C:37]([F:42])[CH:36]=1)=O)(C)(C)C, predict the reaction product. The product is: [ClH:1].[F:41][C:39]1[CH:40]=[C:35]([CH:36]=[C:37]([F:42])[CH:38]=1)[CH2:34][C@H:25]([NH:26][C:31](=[O:33])[CH3:32])[C@H:24]([OH:28])[C@H:10]1[CH2:11][C@:12]([O:18][CH2:19][CH2:20][CH:21]([CH3:22])[CH3:23])([C:14]([F:17])([F:15])[F:16])[CH2:13][NH:9]1.